Dataset: Reaction yield outcomes from USPTO patents with 853,638 reactions. Task: Predict the reaction yield, written as a fraction of the theoretical maximum amount of product (1.0 means a 100% yield; for example, 0.34 means a 34% yield). (1) The reactants are [OH:1][B:2]1[C:6]2[CH:7]=[C:8]([NH:11][S:12]([C:15]3[S:19][C:18]([NH:20]C(=O)C)=[N:17][CH:16]=3)(=[O:14])=[O:13])[CH:9]=[CH:10][C:5]=2[CH2:4][O:3]1.Cl. The catalyst is C1COCC1. The product is [OH:1][B:2]1[C:6]2[CH:7]=[C:8]([NH:11][S:12]([C:15]3[S:19][C:18]([NH2:20])=[N:17][CH:16]=3)(=[O:14])=[O:13])[CH:9]=[CH:10][C:5]=2[CH2:4][O:3]1. The yield is 0.360. (2) The reactants are [Cl:1][C:2]1[NH:3][C:4]([Cl:11])=[CH:5][C:6]=1[C:7]([O:9][CH3:10])=[O:8].[H-].[Na+].[CH3:14]I. The catalyst is C1COCC1.O.Cl. The product is [Cl:1][C:2]1[N:3]([CH3:14])[C:4]([Cl:11])=[CH:5][C:6]=1[C:7]([O:9][CH3:10])=[O:8]. The yield is 0.910. (3) The reactants are Br[C:2]1[CH:11]=[N:10][C:5]2=[N:6][CH:7]=[CH:8][N:9]=[C:4]2[CH:3]=1.B([O-])O[CH3:14].C(=O)([O-])[O-].[Cs+].[Cs+].C1(P(C2C=CC=CC=2)C2C=CC=CC=2)C=CC=CC=1.C(=O)([O-])O.[Na+]. The catalyst is O1CCOCC1. The product is [CH3:14][C:2]1[CH:11]=[N:10][C:5]2=[N:6][CH:7]=[CH:8][N:9]=[C:4]2[CH:3]=1. The yield is 0.600.